Dataset: Catalyst prediction with 721,799 reactions and 888 catalyst types from USPTO. Task: Predict which catalyst facilitates the given reaction. (1) Reactant: Br[C:2]1[CH:3]=[C:4]2[N:10]([C:11]([O:13][C:14]([CH3:17])([CH3:16])[CH3:15])=[O:12])[C:9](=[O:18])[N:8]([C:19]([O:21][C:22]([CH3:25])([CH3:24])[CH3:23])=[O:20])[C:5]2=[N:6][CH:7]=1.[B:26]1([B:26]2[O:30][C:29]([CH3:32])([CH3:31])[C:28]([CH3:34])([CH3:33])[O:27]2)[O:30][C:29]([CH3:32])([CH3:31])[C:28]([CH3:34])([CH3:33])[O:27]1.C([O-])(=O)C.[K+]. Product: [O:18]=[C:9]1[N:8]([C:19]([O:21][C:22]([CH3:25])([CH3:24])[CH3:23])=[O:20])[C:5]2=[N:6][CH:7]=[C:2]([B:26]3[O:30][C:29]([CH3:32])([CH3:31])[C:28]([CH3:34])([CH3:33])[O:27]3)[CH:3]=[C:4]2[N:10]1[C:11]([O:13][C:14]([CH3:17])([CH3:16])[CH3:15])=[O:12]. The catalyst class is: 225. (2) Reactant: [CH:1]1([C:4]2[NH:8][C:7]3[CH:9]=[C:10]([C:21]4[C:22]([CH3:27])=[N:23][O:24][C:25]=4[CH3:26])[CH:11]=[C:12]([CH:13]([C:15]4[CH:20]=[CH:19][CH:18]=[CH:17][N:16]=4)[OH:14])[C:6]=3[N:5]=2)[CH2:3][CH2:2]1.[C:28]([Mg]Br)#[CH:29].[Cl-].[NH4+]. Product: [CH:1]1([C:4]2[NH:5][C:6]3[C:12]([C:13]([C:15]4[CH:20]=[CH:19][CH:18]=[CH:17][N:16]=4)([OH:14])[C:28]#[CH:29])=[CH:11][C:10]([C:21]4[C:22]([CH3:27])=[N:23][O:24][C:25]=4[CH3:26])=[CH:9][C:7]=3[N:8]=2)[CH2:2][CH2:3]1. The catalyst class is: 1.